From a dataset of Full USPTO retrosynthesis dataset with 1.9M reactions from patents (1976-2016). Predict the reactants needed to synthesize the given product. (1) Given the product [NH2:27][C:26]1[NH:8][C:7]2[CH:6]=[C:5]([C:9]3[C:10]([CH3:15])=[N:11][O:12][C:13]=3[CH3:14])[CH:4]=[C:3]([S:16]([NH:19][CH:20]3[CH2:24][CH2:23][CH2:22][CH2:21]3)(=[O:17])=[O:18])[C:2]=2[N:1]=1, predict the reactants needed to synthesize it. The reactants are: [NH2:1][C:2]1[C:7]([NH2:8])=[CH:6][C:5]([C:9]2[C:10]([CH3:15])=[N:11][O:12][C:13]=2[CH3:14])=[CH:4][C:3]=1[S:16]([NH:19][CH:20]1[CH2:24][CH2:23][CH2:22][CH2:21]1)(=[O:18])=[O:17].Br[C:26]#[N:27]. (2) Given the product [Cl:1][C:2]1[C:10]([Cl:11])=[CH:9][CH:8]=[CH:7][C:3]=1[C:4]([NH:25][CH2:24][C:19]1([C:16]2[CH:17]=[N:18][C:13]([CH3:12])=[N:14][CH:15]=2)[CH2:23][CH2:22][CH2:21][O:20]1)=[O:6], predict the reactants needed to synthesize it. The reactants are: [Cl:1][C:2]1[C:10]([Cl:11])=[CH:9][CH:8]=[CH:7][C:3]=1[C:4]([OH:6])=O.[CH3:12][C:13]1[N:18]=[CH:17][C:16]([C:19]2([CH2:24][NH2:25])[CH2:23][CH2:22][CH2:21][O:20]2)=[CH:15][N:14]=1.